From a dataset of Forward reaction prediction with 1.9M reactions from USPTO patents (1976-2016). Predict the product of the given reaction. (1) Given the reactants [CH2:1]([O:8][C:9]1[CH:36]=[CH:35][CH:34]=[CH:33][C:10]=1[CH2:11][C:12]1[C:13]([O:21][C@@H:22]2[O:30][C@H:29]([CH2:31][OH:32])[C@@H:27]([OH:28])[C@H:25]([OH:26])[C@H:23]2[OH:24])=[N:14][NH:15][C:16]=1[C:17]([F:20])([F:19])[F:18])[C:2]1[CH:7]=[CH:6][CH:5]=[CH:4][CH:3]=1.Br[CH2:38][CH2:39][O:40][CH2:41][C:42]1[CH:47]=[CH:46][CH:45]=[CH:44][CH:43]=1.C(=O)([O-])[O-].[Cs+].[Cs+].O, predict the reaction product. The product is: [CH2:1]([O:8][C:9]1[CH:36]=[CH:35][CH:34]=[CH:33][C:10]=1[CH2:11][C:12]1[C:13]([O:21][C@@H:22]2[O:30][C@H:29]([CH2:31][OH:32])[C@@H:27]([OH:28])[C@H:25]([OH:26])[C@H:23]2[OH:24])=[N:14][N:15]([CH2:38][CH2:39][O:40][CH2:41][C:42]2[CH:47]=[CH:46][CH:45]=[CH:44][CH:43]=2)[C:16]=1[C:17]([F:18])([F:20])[F:19])[C:2]1[CH:3]=[CH:4][CH:5]=[CH:6][CH:7]=1. (2) Given the reactants [CH3:1][O:2][C:3]1[CH:4]=[C:5]2[C:9](=[CH:10][C:11]=1[O:12][CH3:13])[C:8](=[O:14])[CH2:7][CH2:6]2.[N:15]1[CH:20]=[CH:19][C:18]([CH:21]=O)=[CH:17][CH:16]=1.[OH-].[K+], predict the reaction product. The product is: [CH3:1][O:2][C:3]1[CH:4]=[C:5]2[C:9](=[CH:10][C:11]=1[O:12][CH3:13])[C:8](=[O:14])[C:7](=[CH:21][C:18]1[CH:19]=[CH:20][N:15]=[CH:16][CH:17]=1)[CH2:6]2. (3) Given the reactants [CH3:1][O:2][C:3]1[CH:4]=[C:5]([CH:9]=[CH:10][C:11]=1[O:12][CH3:13])[C:6](Cl)=[O:7].Cl.[C:15]1([C:21]2[C:35]3[C:30](=[CH:31][CH:32]=[CH:33][CH:34]=3)[O:29][C:23]3([CH2:28][CH2:27][NH:26][CH2:25][CH2:24]3)[CH:22]=2)[CH:20]=[CH:19][CH:18]=[CH:17][CH:16]=1.CCN(CC)CC, predict the reaction product. The product is: [CH3:1][O:2][C:3]1[CH:4]=[C:5]([C:6]([N:26]2[CH2:27][CH2:28][C:23]3([CH:22]=[C:21]([C:15]4[CH:20]=[CH:19][CH:18]=[CH:17][CH:16]=4)[C:35]4[C:30](=[CH:31][CH:32]=[CH:33][CH:34]=4)[O:29]3)[CH2:24][CH2:25]2)=[O:7])[CH:9]=[CH:10][C:11]=1[O:12][CH3:13]. (4) The product is: [Si:1]([O:18][CH2:19][C:20]1[N:21]=[C:22]([CH:42]([C:40]2[S:41][C:37]([CH3:36])=[CH:38][N:39]=2)[OH:43])[C:23]([F:35])=[C:24]([Cl:34])[C:25]=1[N:26]1[CH2:31][C@H:30]([CH3:32])[O:29][C@H:28]([CH3:33])[CH2:27]1)([C:14]([CH3:17])([CH3:15])[CH3:16])([C:8]1[CH:13]=[CH:12][CH:11]=[CH:10][CH:9]=1)[C:2]1[CH:3]=[CH:4][CH:5]=[CH:6][CH:7]=1. Given the reactants [Si:1]([O:18][CH2:19][C:20]1[C:25]([N:26]2[CH2:31][C@H:30]([CH3:32])[O:29][C@H:28]([CH3:33])[CH2:27]2)=[C:24]([Cl:34])[C:23]([F:35])=[CH:22][N:21]=1)([C:14]([CH3:17])([CH3:16])[CH3:15])([C:8]1[CH:13]=[CH:12][CH:11]=[CH:10][CH:9]=1)[C:2]1[CH:7]=[CH:6][CH:5]=[CH:4][CH:3]=1.[CH3:36][C:37]1[S:41][C:40]([CH:42]=[O:43])=[N:39][CH:38]=1, predict the reaction product. (5) Given the reactants [CH3:1][O:2][C:3]1[CH:8]=[CH:7][C:6]([C@@H:9]2[CH2:14][CH2:13][CH2:12][CH2:11][C@@H:10]2[NH2:15])=[CH:5][C:4]=1[O:16][CH3:17].[CH3:18][O:19][C:20]1[CH:25]=[CH:24][C:23]([NH:26][C:27]([C:29]2[CH:30]=[C:31]([CH:35]=[CH:36][CH:37]=2)[C:32](Cl)=[O:33])=[O:28])=[CH:22][CH:21]=1, predict the reaction product. The product is: [CH3:17][O:16][C:4]1[CH:5]=[C:6]([C@H:9]2[CH2:14][CH2:13][CH2:12][CH2:11][C@H:10]2[NH:15][C:32](=[O:33])[C:31]2[CH:35]=[CH:36][CH:37]=[C:29]([C:27]([NH:26][C:23]3[CH:22]=[CH:21][C:20]([O:19][CH3:18])=[CH:25][CH:24]=3)=[O:28])[CH:30]=2)[CH:7]=[CH:8][C:3]=1[O:2][CH3:1]. (6) Given the reactants [CH3:1][C:2]1[CH:6]=[C:5]([CH3:7])[N:4]([CH2:8][OH:9])[N:3]=1.[H-].[Na+].[C:12]([C:16]1[CH:25]=[CH:24][C:19]([CH2:20][N:21]=[C:22]=[S:23])=[CH:18][CH:17]=1)([CH3:15])([CH3:14])[CH3:13], predict the reaction product. The product is: [CH3:1][C:2]1[CH:6]=[C:5]([CH3:7])[N:4]([CH2:8][O:9][C:22](=[S:23])[NH:21][CH2:20][C:19]2[CH:24]=[CH:25][C:16]([C:12]([CH3:14])([CH3:13])[CH3:15])=[CH:17][CH:18]=2)[N:3]=1. (7) The product is: [CH2:1]([C:5]1[N:10]=[C:9]([S:11][CH3:16])[NH:8][C:7](=[O:12])[CH:6]=1)[CH2:2][CH2:3][CH3:4]. Given the reactants [CH2:1]([C:5]1[NH:10][C:9](=[S:11])[NH:8][C:7](=[O:12])[CH:6]=1)[CH2:2][CH2:3][CH3:4].[OH-].[Na+].I[CH3:16], predict the reaction product. (8) Given the reactants [CH:1]([N:4]1[CH:12]([C:13]2[CH:18]=[CH:17][C:16]([O:19]C)=[CH:15][CH:14]=2)[C:11]2[C:6](=[C:7]([CH3:21])[CH:8]=[CH:9][CH:10]=2)[NH:5]1)([CH3:3])[CH3:2].B(Br)(Br)Br.C1CCCCC=1, predict the reaction product. The product is: [CH:1]([N:4]1[CH:12]([C:13]2[CH:14]=[CH:15][C:16]([OH:19])=[CH:17][CH:18]=2)[C:11]2[C:6](=[C:7]([CH3:21])[CH:8]=[CH:9][CH:10]=2)[NH:5]1)([CH3:3])[CH3:2]. (9) Given the reactants Cl.[Cl:2][C:3]1[CH:26]=[CH:25][C:6]2[N:7]=[C:8]([N:10]3[CH2:15][CH2:14][N:13]([CH2:16][C:17]4[CH:22]=[CH:21][CH:20]=[C:19]([CH2:23]Cl)[CH:18]=4)[CH2:12][CH2:11]3)[S:9][C:5]=2[CH:4]=1.[C-:27]#[N:28].[Na+].O.C(OCC)(=O)C, predict the reaction product. The product is: [Cl:2][C:3]1[CH:26]=[CH:25][C:6]2[N:7]=[C:8]([N:10]3[CH2:11][CH2:12][N:13]([CH2:16][C:17]4[CH:18]=[C:19]([CH2:23][C:27]#[N:28])[CH:20]=[CH:21][CH:22]=4)[CH2:14][CH2:15]3)[S:9][C:5]=2[CH:4]=1.